From a dataset of Reaction yield outcomes from USPTO patents with 853,638 reactions. Predict the reaction yield, written as a fraction of the theoretical maximum amount of product (1.0 means a 100% yield; for example, 0.34 means a 34% yield). (1) The reactants are C1(P(C2C=CC=CC=2)C2C=CC=CC=2)C=CC=CC=1.[OH:20][C:21]1[C:22]([CH2:34][CH:35]=[C:36]([CH3:39])[CH2:37]O)=[C:23]([O:32][CH3:33])[C:24]([CH3:31])=[C:25]2[C:29]=1[C:28](=[O:30])[O:27][CH2:26]2.C(Br)(Br)(Br)[Br:41]. The catalyst is ClCCl. The product is [Br:41][CH2:37][C:36]([CH3:39])=[CH:35][CH2:34][C:22]1[C:21]([OH:20])=[C:29]2[C:25]([CH2:26][O:27][C:28]2=[O:30])=[C:24]([CH3:31])[C:23]=1[O:32][CH3:33]. The yield is 0.420. (2) The reactants are [C:1]1([CH2:7][CH2:8][CH2:9][C:10]([NH:12][CH2:13][C:14]([OH:16])=O)=[O:11])[CH:6]=[CH:5][CH:4]=[CH:3][CH:2]=1.CN(C(ON1N=NC2C=CC=CC1=2)=[N+](C)C)C.F[P-](F)(F)(F)(F)F.Cl.[CH2:42]([O:44][C:45]([CH:47]1[CH2:51][CH2:50][CH2:49][N:48]1[C:52](=[O:56])[CH:53]([NH2:55])[CH3:54])=[O:46])[CH3:43].N1C=CC=CC=1. The catalyst is CN(C=O)C.C(Cl)Cl. The product is [CH2:42]([O:44][C:45]([CH:47]1[CH2:51][CH2:50][CH2:49][N:48]1[C:52](=[O:56])[CH:53]([NH:55][C:14](=[O:16])[CH2:13][NH:12][C:10](=[O:11])[CH2:9][CH2:8][CH2:7][C:1]1[CH:2]=[CH:3][CH:4]=[CH:5][CH:6]=1)[CH3:54])=[O:46])[CH3:43]. The yield is 0.940. (3) The reactants are [NH2:1][C:2]1[C:3]([O:18][CH3:19])=[CH:4][C:5]2[CH2:11][N:10]([CH2:12][CH2:13][O:14][CH3:15])[CH2:9][C:8](=[O:16])[NH:7][C:6]=2[CH:17]=1.Cl[C:21]1[N:26]=[C:25]([NH:27][C@@H:28]2[C@@H:33]3[CH2:34][C@@H:30]([CH:31]=[CH:32]3)[C@@H:29]2[C:35]([NH2:37])=[O:36])[C:24]([Cl:38])=[CH:23][N:22]=1. No catalyst specified. The product is [Cl:38][C:24]1[C:25]([NH:27][C@@H:28]2[C@@H:33]3[CH2:34][C@@H:30]([CH:31]=[CH:32]3)[C@@H:29]2[C:35]([NH2:37])=[O:36])=[N:26][C:21]([NH:1][C:2]2[C:3]([O:18][CH3:19])=[CH:4][C:5]3[CH2:11][N:10]([CH2:12][CH2:13][O:14][CH3:15])[CH2:9][C:8](=[O:16])[NH:7][C:6]=3[CH:17]=2)=[N:22][CH:23]=1. The yield is 0.140.